From a dataset of Reaction yield outcomes from USPTO patents with 853,638 reactions. Predict the reaction yield, written as a fraction of the theoretical maximum amount of product (1.0 means a 100% yield; for example, 0.34 means a 34% yield). (1) The reactants are [OH-].[Na+].C(N(CC)CC)C.CN1[C:15](=[O:16])/[C:14](=[CH:17]/[CH:18]2[C:22](=[O:23])[CH2:21][CH2:20][C:19]2=O)/[S:13]C1=S.[OH:26]P([O-])(O)=O.[K+]. The catalyst is O. The product is [O:23]=[C:22]1[C:18]2[CH:17]=[C:14]([C:15]([OH:16])=[O:26])[S:13][C:19]=2[CH2:20][CH2:21]1. The yield is 0.370. (2) The reactants are [C:1]([O:5][C:6]([C:8]1([S:14]([N:17]2[CH2:22][CH2:21][CH:20]([OH:23])[CH2:19][CH2:18]2)(=[O:16])=[O:15])[CH2:13][CH2:12][O:11][CH2:10][CH2:9]1)=[O:7])([CH3:4])([CH3:3])[CH3:2].[H-].[Na+].I[CH2:27][CH2:28][CH2:29][CH2:30][CH2:31][CH2:32][CH3:33]. The catalyst is O1CCCC1. The product is [C:1]([O:5][C:6]([C:8]1([S:14]([N:17]2[CH2:22][CH2:21][CH:20]([O:23][CH2:27][CH2:28][CH2:29][CH2:30][CH2:31][CH2:32][CH3:33])[CH2:19][CH2:18]2)(=[O:16])=[O:15])[CH2:13][CH2:12][O:11][CH2:10][CH2:9]1)=[O:7])([CH3:4])([CH3:2])[CH3:3]. The yield is 0.200. (3) The reactants are S(Cl)([Cl:3])=O.[Cl:5][C:6]1[CH:7]=[CH:8][C:9]([O:27][CH3:28])=[C:10]([C:12]2(O)[C:20]3[C:15](=[CH:16][C:17]([C:21]([F:24])([F:23])[F:22])=[CH:18][CH:19]=3)[NH:14][C:13]2=[O:25])[CH:11]=1.C(N(CC)CC)C. The catalyst is ClCCl. The product is [Cl:5][C:6]1[CH:7]=[CH:8][C:9]([O:27][CH3:28])=[C:10]([C:12]2([Cl:3])[C:20]3[C:15](=[CH:16][C:17]([C:21]([F:24])([F:23])[F:22])=[CH:18][CH:19]=3)[NH:14][C:13]2=[O:25])[CH:11]=1. The yield is 0.620. (4) The reactants are [CH2:1]([O:3][C:4](=[O:21])[C:5](Cl)=[N:6][NH:7][C:8]1[CH:13]=[C:12]([Br:14])[CH:11]=[CH:10][C:9]=1[O:15][CH2:16][CH2:17][C:18]#[CH:19])[CH3:2].C(N(CC)CC)C. The catalyst is C1(C)C=CC=CC=1. The product is [CH2:1]([O:3][C:4]([C:5]1[CH:19]=[C:18]2[N:7]([N:6]=1)[C:8]1[CH:13]=[C:12]([Br:14])[CH:11]=[CH:10][C:9]=1[O:15][CH2:16][CH2:17]2)=[O:21])[CH3:2]. The yield is 0.850. (5) The reactants are [F:1][C:2]1[C:7]([CH3:8])=[CH:6][C:5]([NH:9][C@H:10]([CH2:14][CH2:15][CH2:16][CH3:17])[C:11]([OH:13])=O)=[CH:4][C:3]=1[CH3:18].[C:19]([O:23][NH2:24])([CH3:22])([CH3:21])[CH3:20].C1C=CC2N(O)N=NC=2C=1.C[N+]1(C)[C@H]2CC3C=CC(O)=C4O[C@H]5[C@@H](O)C=C[C@@H]2[C@]5(C=34)CC1.CCN=C=NCCCN(C)C. The catalyst is ClCCl.O. The product is [C:19]([O:23][NH:24][C:11](=[O:13])[C@H:10]([NH:9][C:5]1[CH:4]=[C:3]([CH3:18])[C:2]([F:1])=[C:7]([CH3:8])[CH:6]=1)[CH2:14][CH2:15][CH2:16][CH3:17])([CH3:22])([CH3:21])[CH3:20]. The yield is 0.380.